Dataset: Peptide-MHC class II binding affinity with 134,281 pairs from IEDB. Task: Regression. Given a peptide amino acid sequence and an MHC pseudo amino acid sequence, predict their binding affinity value. This is MHC class II binding data. (1) The peptide sequence is VEFVTNMGIIIPDFA. The MHC is DRB3_0202 with pseudo-sequence DRB3_0202. The binding affinity (normalized) is 1.00. (2) The MHC is DRB3_0101 with pseudo-sequence DRB3_0101. The binding affinity (normalized) is 0.342. The peptide sequence is ARTISEAGQAMASTE. (3) The peptide sequence is EGGVWTFDSEEPLQGPFNFR. The MHC is HLA-DPA10103-DPB10301 with pseudo-sequence HLA-DPA10103-DPB10301. The binding affinity (normalized) is 0.215. (4) The peptide sequence is INEPPAAAIAYGLDR. The MHC is HLA-DQA10102-DQB10602 with pseudo-sequence HLA-DQA10102-DQB10602. The binding affinity (normalized) is 0.613. (5) The binding affinity (normalized) is 0.151. The peptide sequence is AQAAVVRFQEAANKQ. The MHC is HLA-DQA10401-DQB10402 with pseudo-sequence HLA-DQA10401-DQB10402. (6) The peptide sequence is VPYFVRVQGLLRICALARKAV. The MHC is DRB1_0101 with pseudo-sequence DRB1_0101. The binding affinity (normalized) is 0.